Dataset: Catalyst prediction with 721,799 reactions and 888 catalyst types from USPTO. Task: Predict which catalyst facilitates the given reaction. (1) Reactant: [C:1](Cl)(=[O:3])[CH3:2].[CH:5]1([NH:8][C:9]2[CH:14]=[C:13]([C:15]3[S:19][C:18]([CH2:20][CH3:21])=[N:17][C:16]=3[C:22]3[CH:27]=[CH:26][C:25]([F:28])=[CH:24][CH:23]=3)[CH:12]=[CH:11][N:10]=2)[CH2:7][CH2:6]1.C(=O)([O-])[O-].[K+].[K+].O. Product: [CH:5]1([N:8]([C:9]2[CH:14]=[C:13]([C:15]3[S:19][C:18]([CH2:20][CH3:21])=[N:17][C:16]=3[C:22]3[CH:23]=[CH:24][C:25]([F:28])=[CH:26][CH:27]=3)[CH:12]=[CH:11][N:10]=2)[C:1](=[O:3])[CH3:2])[CH2:7][CH2:6]1. The catalyst class is: 10. (2) Reactant: FC(F)(F)O[C:4]1[CH:9]=[CH:8][C:7]([N:10]2[CH:14]=NC(C3C=CC(C#N)=CC=3)=[N:11]2)=[CH:6][CH:5]=1.N1C=CN=N1.IC1C=CC(OC(F)(F)F)=CC=1.C([O-])([O-])=O.[Cs+].[Cs+].O[C:49]1[CH:50]=[CH:51][CH:52]=[C:53]2[C:58]=1[N:57]=[CH:56]C=C2. Product: [C:58]1([N:57]2[CH:56]=[CH:14][N:10]([C:7]3[CH:6]=[CH:5][CH:4]=[CH:9][CH:8]=3)[NH:11]2)[CH:53]=[CH:52][CH:51]=[CH:50][CH:49]=1. The catalyst class is: 18. (3) The catalyst class is: 35. Product: [CH3:1][O:2][C:3](=[O:26])[CH2:4][C:5]1[C:14]([C:15]#[CH:16])=[C:13]([O:21][C:22](=[O:24])[CH3:23])[C:12]2[C:7](=[CH:8][CH:9]=[C:10]([F:25])[CH:11]=2)[CH:6]=1. Reactant: [CH3:1][O:2][C:3](=[O:26])[CH2:4][C:5]1[C:14]([C:15]#[C:16][Si](C)(C)C)=[C:13]([O:21][C:22](=[O:24])[CH3:23])[C:12]2[C:7](=[CH:8][CH:9]=[C:10]([F:25])[CH:11]=2)[CH:6]=1.[F-].[K+]. (4) Reactant: Br[C:2]1[CH:10]=[C:9]2[C:5]([C:6]([C:11]3[CH:16]=[CH:15][CH:14]=[CH:13][CH:12]=3)=[N:7][NH:8]2)=[CH:4][CH:3]=1.C([Li])CCC.[CH:22](=[O:29])[C:23]1[CH:28]=[CH:27][CH:26]=[CH:25][CH:24]=1. Product: [C:23]1([CH:22]([C:2]2[CH:10]=[C:9]3[C:5]([C:6]([C:11]4[CH:16]=[CH:15][CH:14]=[CH:13][CH:12]=4)=[N:7][NH:8]3)=[CH:4][CH:3]=2)[OH:29])[CH:28]=[CH:27][CH:26]=[CH:25][CH:24]=1. The catalyst class is: 1. (5) Reactant: [F:1][CH:2]([F:39])[O:3][C:4]1[CH:5]=[C:6]2[C:10](=[CH:11][CH:12]=1)[N:9]([CH3:13])[N:8]=[C:7]2[C:14]1[N:15]=[C:16]2[C:22]([C:23]([NH:25][C:26]([CH3:30])([CH3:29])[CH2:27][OH:28])=[O:24])=[CH:21][N:20](COCC[Si](C)(C)C)[C:17]2=[N:18][CH:19]=1.C(O)(C(F)(F)F)=O. Product: [F:39][CH:2]([F:1])[O:3][C:4]1[CH:5]=[C:6]2[C:10](=[CH:11][CH:12]=1)[N:9]([CH3:13])[N:8]=[C:7]2[C:14]1[N:15]=[C:16]2[C:22]([C:23]([NH:25][C:26]([CH3:29])([CH3:30])[CH2:27][OH:28])=[O:24])=[CH:21][NH:20][C:17]2=[N:18][CH:19]=1. The catalyst class is: 4.